This data is from Reaction yield outcomes from USPTO patents with 853,638 reactions. The task is: Predict the reaction yield, written as a fraction of the theoretical maximum amount of product (1.0 means a 100% yield; for example, 0.34 means a 34% yield). (1) The reactants are Br[C:2]1[CH:7]=[CH:6][C:5]([C:8]2[C:9]3[C:14]([C:15]([C:22]4[CH:27]=[CH:26][CH:25]=[CH:24][CH:23]=4)=[C:16]4[C:21]=2[CH:20]=[CH:19][CH:18]=[CH:17]4)=[CH:13][CH:12]=[CH:11][CH:10]=3)=[CH:4][CH:3]=1.CC(C)([O-])C.[Na+].[C:34]1([C:44]2[CH:49]=[CH:48][C:47]([C:50]3[C:62]4[N:61]([C:63]5[CH:68]=[CH:67][CH:66]=[CH:65][CH:64]=5)[C:60]5[C:55](=[CH:56][CH:57]=[CH:58][CH:59]=5)[C:54]=4[CH:53]=[C:52]([NH2:69])[CH:51]=3)=[CH:46][CH:45]=2)[C:43]2[C:38](=[CH:39][CH:40]=[CH:41][CH:42]=2)[CH:37]=[CH:36][CH:35]=1.C(P(C(C)(C)C)C(C)(C)C)(C)(C)C. The catalyst is C1C=CC(/C=C/C(/C=C/C2C=CC=CC=2)=O)=CC=1.C1C=CC(/C=C/C(/C=C/C2C=CC=CC=2)=O)=CC=1.[Pd].C1(C)C=CC=CC=1.CCCCCC. The product is [C:34]1([C:44]2[CH:49]=[CH:48][C:47]([C:50]3[C:62]4[N:61]([C:63]5[CH:64]=[CH:65][CH:66]=[CH:67][CH:68]=5)[C:60]5[C:55](=[CH:56][CH:57]=[CH:58][CH:59]=5)[C:54]=4[CH:53]=[C:52]([NH:69][C:2]4[CH:3]=[CH:4][C:5]([C:8]5[C:21]6[C:16]([C:15]([C:22]7[CH:27]=[CH:26][CH:25]=[CH:24][CH:23]=7)=[C:14]7[C:9]=5[CH:10]=[CH:11][CH:12]=[CH:13]7)=[CH:17][CH:18]=[CH:19][CH:20]=6)=[CH:6][CH:7]=4)[CH:51]=3)=[CH:46][CH:45]=2)[C:43]2[C:38](=[CH:39][CH:40]=[CH:41][CH:42]=2)[CH:37]=[CH:36][CH:35]=1. The yield is 0.250. (2) The reactants are [CH:1]1([CH:7]2[CH2:11][CH2:10][N:9](CC3C=CC(OC)=CC=3)[C:8]2=[O:21])[CH2:6][CH2:5][CH2:4][CH2:3][CH2:2]1.[N+]([O-])([O-])=O.[Ce+4].[NH4+].[NH4+].[N+]([O-])([O-])=O.[N+]([O-])([O-])=O.[N+]([O-])([O-])=O.[N+]([O-])([O-])=O.[N+]([O-])([O-])=O.C(#N)C. The catalyst is O. The product is [CH:1]1([CH:7]2[CH2:11][CH2:10][NH:9][C:8]2=[O:21])[CH2:2][CH2:3][CH2:4][CH2:5][CH2:6]1. The yield is 0.580. (3) The reactants are [CH3:1][CH2:2][O:3][C:4]([C:6]1[S:10][C:9]2[CH:11]=[C:12]([C:15](O)=[O:16])[CH:13]=[CH:14][C:8]=2[CH:7]=1)=[O:5]. The catalyst is C1COCC1. The product is [CH2:2]([O:3][C:4]([C:6]1[S:10][C:9]2[CH:11]=[C:12]([CH2:15][OH:16])[CH:13]=[CH:14][C:8]=2[CH:7]=1)=[O:5])[CH3:1]. The yield is 0.870. (4) The reactants are [NH:1]1[CH:5]=[C:4]([C:6]2[C:7]([C:15]3[CH:20]=[CH:19][CH:18]=[CH:17][CH:16]=3)=[N:8][O:9][C:10]=2[C:11]([F:14])([F:13])[F:12])[N:3]=[CH:2]1.CN(CCN(C)C)C.[C:29]1(B(O)O)[CH:34]=[CH:33][CH:32]=[CH:31][CH:30]=1. The catalyst is CO.O. The product is [C:15]1([C:7]2[C:6]([C:4]3[N:3]=[CH:2][N:1]([C:29]4[CH:34]=[CH:33][CH:32]=[CH:31][CH:30]=4)[CH:5]=3)=[C:10]([C:11]([F:14])([F:12])[F:13])[O:9][N:8]=2)[CH:16]=[CH:17][CH:18]=[CH:19][CH:20]=1. The yield is 0.420. (5) The reactants are [CH3:1][C:2]1[S:3][C:4]2[CH:10]=[C:9]([S:11](Cl)(=[O:13])=[O:12])[CH:8]=[CH:7][C:5]=2[N:6]=1.[CH2:15]([NH:21][CH2:22][CH2:23][CH2:24][CH2:25][CH2:26][CH3:27])[CH2:16][CH2:17][CH2:18][CH2:19][CH3:20].CCCCCC. The catalyst is C(Cl)(Cl)Cl.C(OCC)(=O)C. The product is [CH2:22]([N:21]([CH2:15][CH2:16][CH2:17][CH2:18][CH2:19][CH3:20])[S:11]([C:9]1[CH:8]=[CH:7][C:5]2[N:6]=[C:2]([CH3:1])[S:3][C:4]=2[CH:10]=1)(=[O:13])=[O:12])[CH2:23][CH2:24][CH2:25][CH2:26][CH3:27]. The yield is 0.970. (6) The reactants are F[C:2]1[CH:7]=[CH:6][C:5]([S:8]([C@H:11]2[CH2:15][N:14]([C:16]([O:18][C:19]([CH3:22])([CH3:21])[CH3:20])=[O:17])[C@H:13]([C:23]([O:25][CH3:26])=[O:24])[CH2:12]2)(=[O:10])=[O:9])=[C:4]([C:27]([F:30])([F:29])[F:28])[CH:3]=1.[F:31][C:32]([F:36])([F:35])[CH2:33][OH:34].C(=O)([O-])[O-].[Cs+].[Cs+]. The catalyst is CN(C)C(=O)C. The product is [F:31][C:32]([F:36])([F:35])[CH2:33][O:34][C:2]1[CH:7]=[CH:6][C:5]([S:8]([C@H:11]2[CH2:15][N:14]([C:16]([O:18][C:19]([CH3:20])([CH3:22])[CH3:21])=[O:17])[C@H:13]([C:23]([O:25][CH3:26])=[O:24])[CH2:12]2)(=[O:9])=[O:10])=[C:4]([C:27]([F:28])([F:30])[F:29])[CH:3]=1. The yield is 0.657. (7) The reactants are [F:1][C:2]1[CH:7]=[CH:6][CH:5]=[C:4]([F:8])[C:3]=1[C:9]1[N:14]=[C:13]([C:15]([NH:17][C:18]2[CH:19]=[N:20][CH:21]=[CH:22][C:23]=2[C@H:24]2[CH2:29][C@@H:28]([NH:30][C:31](=[O:37])[O:32][C:33]([CH3:36])([CH3:35])[CH3:34])[C@H:27]([OH:38])[C@@H:26]([CH3:39])[CH2:25]2)=[O:16])[CH:12]=[CH:11][C:10]=1[F:40].CC(OI1(OC(C)=O)(OC(C)=O)OC(=O)C2C1=CC=CC=2)=O. The catalyst is C(Cl)Cl. The product is [F:1][C:2]1[CH:7]=[CH:6][CH:5]=[C:4]([F:8])[C:3]=1[C:9]1[N:14]=[C:13]([C:15]([NH:17][C:18]2[CH:19]=[N:20][CH:21]=[CH:22][C:23]=2[C@H:24]2[CH2:29][C@@H:28]([NH:30][C:31](=[O:37])[O:32][C:33]([CH3:35])([CH3:36])[CH3:34])[C:27](=[O:38])[C@@H:26]([CH3:39])[CH2:25]2)=[O:16])[CH:12]=[CH:11][C:10]=1[F:40]. The yield is 0.830. (8) The catalyst is C1(C)C=CC=CC=1. The yield is 0.757. The product is [CH2:6]([O:8][CH:9]([O:14][CH2:15][CH3:16])[CH2:10][C:11](=[C:2]([C:1]#[N:5])[C:3]#[N:4])[CH3:12])[CH3:7]. The reactants are [C:1](#[N:5])[CH2:2][C:3]#[N:4].[CH2:6]([O:8][CH:9]([O:14][CH2:15][CH3:16])[CH2:10][C:11](=O)[CH3:12])[CH3:7].C(O)(=O)C.N1CCCCC1. (9) No catalyst specified. The product is [CH3:4][C:2]([O:5][C:6]([N:8]1[CH2:13][CH2:12][CH2:11][CH:10]([N:14]2[C:22]3[CH:21]=[C:20]([C:23]4[CH:28]=[CH:27][CH:26]=[CH:25][CH:24]=4)[CH:19]=[C:18]([C:29]([OH:31])=[O:30])[C:17]=3[CH:16]=[N:15]2)[CH2:9]1)=[O:7])([CH3:1])[CH3:3]. The yield is 0.920. The reactants are [CH3:1][C:2]([O:5][C:6]([N:8]1[CH2:13][CH2:12][CH2:11][CH:10]([N:14]2[C:22]3[CH:21]=[C:20]([C:23]4[CH:28]=[CH:27][CH:26]=[CH:25][CH:24]=4)[CH:19]=[C:18]([C:29]([O:31]C)=[O:30])[C:17]=3[CH:16]=[N:15]2)[CH2:9]1)=[O:7])([CH3:4])[CH3:3].[OH-].[Na+].O.